Predict the product of the given reaction. From a dataset of Forward reaction prediction with 1.9M reactions from USPTO patents (1976-2016). (1) Given the reactants [CH3:1][O:2][CH2:3][CH2:4][NH:5][C:6]([C:8]1[N:13]=[CH:12][C:11]2[N:14]=[CH:15][NH:16][C:10]=2[CH:9]=1)=[O:7].Cl[C:18]1([C:24]([O:26][CH3:27])=[O:25])[C:22](=[O:23])[CH:21]=[CH:20][S:19]1, predict the reaction product. The product is: [OH:23][C:22]1[CH:21]=[C:20]([N:16]2[C:10]3[CH:9]=[C:8]([C:6](=[O:7])[NH:5][CH2:4][CH2:3][O:2][CH3:1])[N:13]=[CH:12][C:11]=3[N:14]=[CH:15]2)[S:19][C:18]=1[C:24]([O:26][CH3:27])=[O:25]. (2) Given the reactants [CH:1]1([CH2:7][OH:8])[CH2:6][CH2:5][CH2:4][CH2:3][CH2:2]1.[Br:9][C:10]1[CH:11]=[N:12][CH:13]=[CH:14][C:15]=1Cl.BrC1C=NC=CC=1F, predict the reaction product. The product is: [Br:9][C:10]1[CH:11]=[N:12][CH:13]=[CH:14][C:15]=1[O:8][CH2:7][CH:1]1[CH2:6][CH2:5][CH2:4][CH2:3][CH2:2]1. (3) Given the reactants [F:1][C:2]([F:22])([F:21])[O:3][C:4]1[CH:9]=[CH:8][C:7]([CH:10]([C:16]([O:18]CC)=[O:17])[C:11]([O:13]CC)=[O:12])=[CH:6][CH:5]=1.[OH-].[Na+].Cl, predict the reaction product. The product is: [F:1][C:2]([F:21])([F:22])[O:3][C:4]1[CH:9]=[CH:8][C:7]([CH:10]([C:16]([OH:18])=[O:17])[C:11]([OH:13])=[O:12])=[CH:6][CH:5]=1. (4) The product is: [CH3:2][C@@H:3]1[CH2:8][C@H:7]([C:9]([O:11][CH3:12])=[O:10])[CH2:6][CH2:5][N:4]1[C:27]([O:26][C:22]([CH3:25])([CH3:24])[CH3:23])=[O:28]. Given the reactants Cl.[CH3:2][C@@H:3]1[CH2:8][C@H:7]([C:9]([O:11][CH3:12])=[O:10])[CH2:6][CH2:5][NH:4]1.C(N(C(C)C)CC)(C)C.[C:22]([O:26][C:27](O[C:27]([O:26][C:22]([CH3:25])([CH3:24])[CH3:23])=[O:28])=[O:28])([CH3:25])([CH3:24])[CH3:23].C(O)(=O)C(O)=O, predict the reaction product. (5) Given the reactants [F:1][C:2]1[CH:8]=[C:7](I)[CH:6]=[CH:5][C:3]=1[NH2:4].[Cu][C:11]#[N:12].C(=O)(O)[O-].[Na+], predict the reaction product. The product is: [NH2:4][C:3]1[CH:5]=[CH:6][C:7]([C:11]#[N:12])=[CH:8][C:2]=1[F:1]. (6) Given the reactants [CH2:1]([C:3]1[N:11]=[C:10]([O:12][CH3:13])[C:9]([NH:14][C:15]([N:17]2[CH2:22][CH2:21][N:20]([C:23]3[CH:28]=[C:27]([F:29])[CH:26]=[C:25]([F:30])[CH:24]=3)[CH2:19][CH2:18]2)=[O:16])=[CH:8][C:4]=1[C:5](O)=[O:6])[CH3:2].[CH:31]1[C:44]2[C:35](=[N:36][C:37]3[C:42]([C:43]=2[NH:45][C:46]2[CH:47]=[C:48]([NH:54][C:55](=[O:59])[CH:56]([NH2:58])[CH3:57])[CH:49]=[C:50]([CH2:52][OH:53])[CH:51]=2)=[CH:41][CH:40]=[CH:39][CH:38]=3)[CH:34]=[CH:33][CH:32]=1, predict the reaction product. The product is: [CH:41]1[C:42]2[C:37](=[N:36][C:35]3[C:44]([C:43]=2[NH:45][C:46]2[CH:47]=[C:48]([NH:54][C:55]([CH:56]([NH:58][C:5]([C:4]4[CH:8]=[C:9]([NH:14][C:15]([N:17]5[CH2:22][CH2:21][N:20]([C:23]6[CH:24]=[C:25]([F:30])[CH:26]=[C:27]([F:29])[CH:28]=6)[CH2:19][CH2:18]5)=[O:16])[C:10]([O:12][CH3:13])=[N:11][C:3]=4[CH2:1][CH3:2])=[O:6])[CH3:57])=[O:59])[CH:49]=[C:50]([CH2:52][OH:53])[CH:51]=2)=[CH:31][CH:32]=[CH:33][CH:34]=3)[CH:38]=[CH:39][CH:40]=1. (7) Given the reactants [NH2:1][C:2]1[N:7]=[CH:6][N:5]=[C:4]2[N:8]([C@@H:27]3[CH2:32][CH2:31][CH2:30][N:29](C(OC(C)(C)C)=O)[CH2:28]3)[N:9]=[C:10]([C:11]3[CH:16]=[CH:15][C:14]([C:17](=[O:26])[NH:18][C:19]4[CH:24]=[C:23]([CH3:25])[CH:22]=[CH:21][N:20]=4)=[CH:13][CH:12]=3)[C:3]=12.[ClH:40], predict the reaction product. The product is: [ClH:40].[NH2:1][C:2]1[N:7]=[CH:6][N:5]=[C:4]2[N:8]([C@@H:27]3[CH2:32][CH2:31][CH2:30][NH:29][CH2:28]3)[N:9]=[C:10]([C:11]3[CH:12]=[CH:13][C:14]([C:17]([NH:18][C:19]4[CH:24]=[C:23]([CH3:25])[CH:22]=[CH:21][N:20]=4)=[O:26])=[CH:15][CH:16]=3)[C:3]=12. (8) The product is: [C:1]([OH:8])(=[O:7])/[CH:2]=[CH:3]\[C:4]([OH:6])=[O:5].[C:9]1([C:15]2[S:16][C:17]3[CH:23]=[C:22]([NH:24][C:25](=[NH:27])[CH3:26])[CH:21]=[CH:20][C:18]=3[N:19]=2)[CH:10]=[CH:11][CH:12]=[CH:13][CH:14]=1. Given the reactants [C:1]([OH:8])(=[O:7])/[CH:2]=[CH:3]\[C:4]([OH:6])=[O:5].[C:9]1([C:15]2[S:16][C:17]3[CH:23]=[C:22]([NH:24][C:25](=[NH:27])[CH3:26])[CH:21]=[CH:20][C:18]=3[N:19]=2)[CH:14]=[CH:13][CH:12]=[CH:11][CH:10]=1, predict the reaction product. (9) Given the reactants [O:1]1[CH2:6][CH2:5][N:4]([C:7]2[CH:15]=[CH:14][C:10]([C:11]([OH:13])=O)=[CH:9][CH:8]=2)[CH2:3][CH2:2]1.C(N1C=CN=C1)(N1C=CN=C1)=O.[NH2:28][C@@H:29]1[CH2:38][CH2:37][C:36]2[C:31](=[C:32]([N:42]3[CH2:47][CH2:46][N:45]([CH3:48])[CH2:44][CH2:43]3)[CH:33]=[CH:34][C:35]=2[CH2:39][O:40][CH3:41])[CH2:30]1, predict the reaction product. The product is: [NH3:4].[CH3:41][O:40][CH2:39][C:35]1[CH:34]=[CH:33][C:32]([N:42]2[CH2:43][CH2:44][N:45]([CH3:48])[CH2:46][CH2:47]2)=[C:31]2[C:36]=1[CH2:37][CH2:38][C@@H:29]([NH:28][C:11](=[O:13])[C:10]1[CH:9]=[CH:8][C:7]([N:4]3[CH2:3][CH2:2][O:1][CH2:6][CH2:5]3)=[CH:15][CH:14]=1)[CH2:30]2. (10) Given the reactants Cl.[CH3:2][N:3]([CH3:8])[CH2:4][CH2:5][CH2:6]Cl.[Br:9][C:10]1[CH:15]=[CH:14][C:13]([SH:16])=[CH:12][CH:11]=1.C(=O)([O-])[O-].[K+].[K+].O, predict the reaction product. The product is: [CH3:2][N:3]([CH2:4][CH2:5][CH2:6][S:16][C:13]1[CH:14]=[CH:15][C:10]([Br:9])=[CH:11][CH:12]=1)[CH3:8].